From a dataset of Forward reaction prediction with 1.9M reactions from USPTO patents (1976-2016). Predict the product of the given reaction. The product is: [CH:1]1([NH:5][S:6]([C:9]2[CH:14]=[C:13]([O:15][C:16]3[C:17]([Cl:26])=[CH:18][C:19]([N+:23]([O-:25])=[O:24])=[CH:20][C:21]=3[Cl:22])[CH:12]=[CH:11][C:10]=2[OH:27])(=[O:7])=[O:8])[CH2:2][CH2:3][CH2:4]1. Given the reactants [CH:1]1([NH:5][S:6]([C:9]2[CH:14]=[C:13]([O:15][C:16]3[C:21]([Cl:22])=[CH:20][C:19]([N+:23]([O-:25])=[O:24])=[CH:18][C:17]=3[Cl:26])[CH:12]=[CH:11][C:10]=2[O:27]C)(=[O:8])=[O:7])[CH2:4][CH2:3][CH2:2]1.B(Br)(Br)Br, predict the reaction product.